Task: Predict which catalyst facilitates the given reaction.. Dataset: Catalyst prediction with 721,799 reactions and 888 catalyst types from USPTO Reactant: [C:1]1([C:7]2[CH2:8][CH2:9][N:10]([C:13]([C@@H:15]3[C@@H:20]([C:21]([O:23][CH3:24])=[O:22])[CH2:19][C@H:18]([O:25][C:26]4[CH:31]=[CH:30][N:29]=[CH:28][CH:27]=4)[CH2:17][N:16]3[C:32](OC(C)(C)C)=O)=[O:14])[CH2:11][CH:12]=2)[CH:6]=[CH:5][CH:4]=[CH:3][CH:2]=1.FC(F)(F)C(O)=O.O1CCCC1.C(#N)C.C(N(CC)C(C)C)(C)C.C=O.C(O[BH-](OC(=O)C)OC(=O)C)(=O)C.[Na+]. Product: [CH3:32][N:16]1[CH2:17][C@@H:18]([O:25][C:26]2[CH:27]=[CH:28][N:29]=[CH:30][CH:31]=2)[CH2:19][C@H:20]([C:21]([O:23][CH3:24])=[O:22])[C@H:15]1[C:13]([N:10]1[CH2:9][CH:8]=[C:7]([C:1]2[CH:6]=[CH:5][CH:4]=[CH:3][CH:2]=2)[CH2:12][CH2:11]1)=[O:14]. The catalyst class is: 6.